Dataset: Forward reaction prediction with 1.9M reactions from USPTO patents (1976-2016). Task: Predict the product of the given reaction. (1) The product is: [CH3:11][C:3]1[CH:4]=[CH:5][C:6]([C:8]([OH:10])=[O:9])=[N:7][C:2]=1[O:15][CH2:14][C:13]([F:17])([F:16])[F:12]. Given the reactants Cl[C:2]1[N:7]=[C:6]([C:8]([OH:10])=[O:9])[CH:5]=[CH:4][C:3]=1[CH3:11].[F:12][C:13]([F:17])([F:16])[CH2:14][OH:15].N12CCCN=C1CCCCC2, predict the reaction product. (2) Given the reactants C[Si](C)(C)[O-].[K+].[CH3:7][C:8]1([CH3:51])[O:13][C:12]2[CH:14]=[CH:15][C:16]([C@H:18]3[O:22]C(=O)[N:20]([CH2:24][CH2:25][CH2:26][CH2:27][CH2:28][CH2:29][O:30][CH2:31][CH2:32][O:33][CH2:34][C:35]4[CH:36]=[C:37]([NH:41][C:42]([NH:44][C:45]5[CH:50]=[CH:49][CH:48]=[CH:47][CH:46]=5)=[O:43])[CH:38]=[CH:39][CH:40]=4)[CH2:19]3)=[CH:17][C:11]=2[CH2:10][O:9]1.P([O-])([O-])([O-])=O, predict the reaction product. The product is: [CH3:7][C:8]1([CH3:51])[O:13][C:12]2[CH:14]=[CH:15][C:16]([C@@H:18]([OH:22])[CH2:19][NH:20][CH2:24][CH2:25][CH2:26][CH2:27][CH2:28][CH2:29][O:30][CH2:31][CH2:32][O:33][CH2:34][C:35]3[CH:36]=[C:37]([NH:41][C:42]([NH:44][C:45]4[CH:46]=[CH:47][CH:48]=[CH:49][CH:50]=4)=[O:43])[CH:38]=[CH:39][CH:40]=3)=[CH:17][C:11]=2[CH2:10][O:9]1. (3) Given the reactants [NH2:1][C:2]1[CH:9]=[CH:8][C:7]([Cl:10])=[CH:6][C:3]=1[CH:4]=O.CC1(C)[O:17][C:16](=O)[CH:15]=[C:14]([CH3:19])[O:13]1, predict the reaction product. The product is: [C:14]([C:15]1[C:16](=[O:17])[NH:1][C:2]2[C:3]([CH:4]=1)=[CH:6][C:7]([Cl:10])=[CH:8][CH:9]=2)(=[O:13])[CH3:19]. (4) Given the reactants [NH2:1][C:2]1[C:10]2[C:5](=[CH:6][CH:7]=[C:8]([C:11]3[CH:16]=[C:15]([C:17]4[CH:22]=[CH:21][CH:20]=[CH:19][C:18]=4[O:23][CH2:24][CH:25]([CH3:27])[CH3:26])[NH:14][C:13](=[O:28])[N:12]=3)[CH:9]=2)[NH:4][N:3]=1.C=O.[C:31]([BH3-])#N.[Na+], predict the reaction product. The product is: [CH3:31][NH:1][C:2]1[C:10]2[C:5](=[CH:6][CH:7]=[C:8]([C:11]3[CH:16]=[C:15]([C:17]4[CH:22]=[CH:21][CH:20]=[CH:19][C:18]=4[O:23][CH2:24][CH:25]([CH3:26])[CH3:27])[NH:14][C:13](=[O:28])[N:12]=3)[CH:9]=2)[NH:4][N:3]=1. (5) Given the reactants [OH:1][C@@H:2]1[C@H:6]([OH:7])[O:5][C@H:4]([CH2:8][CH2:9][C:10]2[CH:15]=[CH:14][C:13]([C:16]3[CH:17]=[N:18][C:19]([O:22][CH3:23])=[CH:20][CH:21]=3)=[CH:12][CH:11]=2)[C@@H:3]1[CH2:24][CH2:25][N:26]1[C:31](=[O:32])[C:30]2[CH:33]=[CH:34][CH:35]=[CH:36][C:29]=2[N:28]=[N:27]1.[O:37]1CCCC1.I([O-])(=O)(=O)=O.[Na+].[K], predict the reaction product. The product is: [CH:6]([O:5][C@H:4]([CH2:8][CH2:9][C:10]1[CH:15]=[CH:14][C:13]([C:16]2[CH:17]=[N:18][C:19]([O:22][CH3:23])=[CH:20][CH:21]=2)=[CH:12][CH:11]=1)[C@H:3]([CH2:24][CH2:25][N:26]1[C:31](=[O:32])[C:30]2[CH:33]=[CH:34][CH:35]=[CH:36][C:29]=2[N:28]=[N:27]1)[C:2]([OH:37])=[O:1])=[O:7]. (6) Given the reactants C[Si]([N-:5][Si](C)(C)C)(C)C.[Li+].C1COCC1.[C:16]([C:18]1[CH:45]=[CH:44][C:21]([C:22]([NH:24][C:25]2[CH:30]=[C:29]([C:31]3[S:32][CH:33]=[CH:34][CH:35]=3)[CH:28]=[CH:27][C:26]=2[NH:36][C:37](=[O:43])[O:38][C:39]([CH3:42])([CH3:41])[CH3:40])=[O:23])=[CH:20][N:19]=1)#[N:17].Cl, predict the reaction product. The product is: [C:16]([C:18]1[CH:45]=[CH:44][C:21]([C:22]([NH:24][C:25]2[CH:30]=[C:29]([C:31]3[S:32][CH:33]=[CH:34][CH:35]=3)[CH:28]=[CH:27][C:26]=2[NH:36][C:37](=[O:43])[O:38][C:39]([CH3:41])([CH3:42])[CH3:40])=[O:23])=[CH:20][N:19]=1)(=[NH:5])[NH2:17].